Dataset: Full USPTO retrosynthesis dataset with 1.9M reactions from patents (1976-2016). Task: Predict the reactants needed to synthesize the given product. (1) The reactants are: [CH:1]([N:4]1[C:8]([C:9]2[N:18]=[C:17]3[N:11]([CH2:12][CH2:13][O:14][C:15]4[CH:22]=[C:21](B5OC(C)(C)C(C)(C)O5)[CH:20]=[CH:19][C:16]=43)[CH:10]=2)=[N:7][C:6]([CH3:32])=[N:5]1)([CH3:3])[CH3:2].Br[C:34]1[N:35]=[CH:36][N:37]([CH2:39][C:40]([CH3:43])([OH:42])[CH3:41])[CH:38]=1. Given the product [CH:1]([N:4]1[C:8]([C:9]2[N:18]=[C:17]3[C:16]4[CH:19]=[CH:20][C:21]([C:34]5[N:35]=[CH:36][N:37]([CH2:39][C:40]([CH3:43])([OH:42])[CH3:41])[CH:38]=5)=[CH:22][C:15]=4[O:14][CH2:13][CH2:12][N:11]3[CH:10]=2)=[N:7][C:6]([CH3:32])=[N:5]1)([CH3:2])[CH3:3], predict the reactants needed to synthesize it. (2) The reactants are: [O:1]=[C:2]1[N:6]=[C:5]([NH:7][CH2:8][C:9]([O:11][C:12]([CH3:15])([CH3:14])[CH3:13])=[O:10])[CH2:4][S:3]1.[F:16][C:17]([F:38])([F:37])[C:18]1[CH:32]=[C:31]([C:33]([F:36])([F:35])[F:34])[CH:30]=[CH:29][C:19]=1[CH2:20][N:21]1[CH2:26][CH2:25][CH:24]([CH:27]=O)[CH2:23][CH2:22]1.C([O-])(=O)C.[NH2+]1CCCCC1. Given the product [F:38][C:17]([F:16])([F:37])[C:18]1[CH:32]=[C:31]([C:33]([F:36])([F:35])[F:34])[CH:30]=[CH:29][C:19]=1[CH2:20][N:21]1[CH2:26][CH2:25][CH:24](/[CH:27]=[C:4]2/[C:5]([NH:7][CH2:8][C:9]([O:11][C:12]([CH3:15])([CH3:14])[CH3:13])=[O:10])=[N:6][C:2](=[O:1])[S:3]/2)[CH2:23][CH2:22]1, predict the reactants needed to synthesize it. (3) The reactants are: [CH2:1]([O:3][C:4]([C:6]1[C:7]([O:28][C:29](=[O:34])[C:30]([CH3:33])([CH3:32])[CH3:31])=[C:8]2[C:14]([CH2:15][CH:16]=[CH2:17])=[C:13]([CH2:18][CH:19]=[CH2:20])[N:12]([CH2:21][C:22]3[CH:27]=[CH:26][CH:25]=[CH:24][CH:23]=3)[C:9]2=[CH:10][N:11]=1)=[O:5])[CH3:2].[H][H]. Given the product [CH2:1]([O:3][C:4]([C:6]1[C:7]([O:28][C:29](=[O:34])[C:30]([CH3:31])([CH3:32])[CH3:33])=[C:8]2[C:14]([CH2:15][CH2:16][CH3:17])=[C:13]([CH2:18][CH2:19][CH3:20])[N:12]([CH2:21][C:22]3[CH:27]=[CH:26][CH:25]=[CH:24][CH:23]=3)[C:9]2=[CH:10][N:11]=1)=[O:5])[CH3:2], predict the reactants needed to synthesize it. (4) Given the product [NH2:25][CH2:24][C:21]1[C:22]([NH2:23])=[N:7][C:6]([C:5]2[CH:9]=[CH:10][C:11]([O:12][CH3:13])=[C:3]([O:2][CH3:1])[CH:4]=2)=[N:8][C:14]=1[C:15]1[CH:20]=[CH:19][CH:18]=[CH:17][CH:16]=1, predict the reactants needed to synthesize it. The reactants are: [CH3:1][O:2][C:3]1[CH:4]=[C:5]([CH:9]=[CH:10][C:11]=1[O:12][CH3:13])[C:6]([NH2:8])=[NH:7].[CH:14](=[C:21]([C:24]#[N:25])[C:22]#[N:23])[C:15]1[CH:20]=[CH:19][CH:18]=[CH:17][CH:16]=1. (5) The reactants are: [CH2:1]([O:12][P:13]([OH:16])([OH:15])=[O:14])[C@H:2]1[O:7][C@@H:6]([OH:8])[C@H:5]([OH:9])[C@@H:4]([OH:10])[C@@H:3]1[OH:11]. Given the product [CH2:1]([O:12][P:13]([OH:16])([OH:15])=[O:14])[C@H:2]1[O:7][C@@H:6]([OH:8])[C@H:5]([OH:9])[C@@H:4]([OH:10])[C@@H:3]1[OH:11].[C@H:3]1([OH:11])[CH:4]([OH:10])[C@@H:5]([OH:9])[C@@H:6]([OH:8])[CH:1]([O:12][P:13]([OH:16])([OH:15])=[O:14])[C@@H:2]1[OH:7], predict the reactants needed to synthesize it. (6) Given the product [O:6]1[C:20]([CH3:21])([CH2:19][O:18][C:12]2[CH:17]=[CH:16][CH:15]=[CH:14][CH:13]=2)[CH2:22]1, predict the reactants needed to synthesize it. The reactants are: ClC1C=C(C=CC=1)C(OO)=[O:6].[C:12]1([O:18][CH2:19][C:20](=[CH2:22])[CH3:21])[CH:17]=[CH:16][CH:15]=[CH:14][CH:13]=1.CCOCC.C(=O)(O)[O-].[Na+]. (7) Given the product [NH2:1][C:2]1[N:7]2[N:8]=[C:9]([C:11]3[O:12][CH:13]=[CH:14][CH:15]=3)[N:10]=[C:6]2[CH:5]=[C:4]([C:16]2[CH2:17][CH2:18][N:19]([CH2:25][CH2:24][O:22][CH3:23])[CH2:20][CH:21]=2)[N:3]=1, predict the reactants needed to synthesize it. The reactants are: [NH2:1][C:2]1[N:7]2[N:8]=[C:9]([C:11]3[O:12][CH:13]=[CH:14][CH:15]=3)[N:10]=[C:6]2[CH:5]=[C:4]([C:16]2[CH2:17][CH2:18][NH:19][CH2:20][CH:21]=2)[N:3]=1.[O:22]([CH2:24][CH2:25]Br)[CH3:23].C(N(CC)CC)C. (8) Given the product [O:23]=[C:18]1[NH:19][C:20](=[O:22])/[C:21](=[CH:1]/[C:3]2[CH:4]=[CH:5][C:6]3[N:7]([C:9]([C:12]([O:14][CH2:15][CH3:16])=[O:13])=[CH:10][N:11]=3)[CH:8]=2)/[S:17]1, predict the reactants needed to synthesize it. The reactants are: [CH:1]([C:3]1[CH:4]=[CH:5][C:6]2[N:7]([C:9]([C:12]([O:14][CH2:15][CH3:16])=[O:13])=[CH:10][N:11]=2)[CH:8]=1)=O.[S:17]1[CH2:21][C:20](=[O:22])[NH:19][C:18]1=[O:23].N1CCCCC1.CC(O)=O. (9) Given the product [CH3:21][O:8][C:6]1[CH:5]=[C:4]([O:9][C:10]2[CH:15]=[CH:14][C:13]([N+:16]([O-:18])=[O:17])=[C:12]([CH:11]=2)[NH:19][CH3:20])[CH:3]=[C:2]([CH3:1])[N:7]=1, predict the reactants needed to synthesize it. The reactants are: [CH3:1][C:2]1[N:7]=[C:6]([OH:8])[CH:5]=[C:4]([O:9][C:10]2[CH:15]=[CH:14][C:13]([N+:16]([O-:18])=[O:17])=[C:12]([NH:19][CH3:20])[CH:11]=2)[CH:3]=1.[CH3:21]I. (10) Given the product [C:28]([OH:27])(=[O:29])[C:30]1[CH:5]=[CH:4][CH:3]=[CH:2][CH:1]=1, predict the reactants needed to synthesize it. The reactants are: [C:1](OC)(=O)[CH:2]=[CH:3][C:4]1C=CC=C[CH:5]=1.OOS([O-])=O.[K+].[O-]S([O-])=O.[Na+].[Na+].CC[O:27][C:28]([CH3:30])=[O:29].